Dataset: Forward reaction prediction with 1.9M reactions from USPTO patents (1976-2016). Task: Predict the product of the given reaction. (1) Given the reactants [Cl:1][C:2]1[CH:10]=[CH:9][C:8](I)=[C:7]2[C:3]=1[CH2:4][NH:5][C:6]2=[O:12].[C:13]([O:17][C:18]([N:20]1[C:28]2[C:23](=[CH:24][C:25]([C:29]#[N:30])=[CH:26][CH:27]=2)[CH:22]=[C:21]1B(O)O)=[O:19])([CH3:16])([CH3:15])[CH3:14].C(N(CC)CC)C, predict the reaction product. The product is: [Cl:1][C:2]1[CH:10]=[CH:9][C:8]([C:21]2[N:20]([C:18]([O:17][C:13]([CH3:16])([CH3:15])[CH3:14])=[O:19])[C:28]3[C:23]([CH:22]=2)=[CH:24][C:25]([C:29]#[N:30])=[CH:26][CH:27]=3)=[C:7]2[C:3]=1[CH2:4][NH:5][C:6]2=[O:12]. (2) Given the reactants Br[C:2]1[C:7]([O:8][CH3:9])=[CH:6][N:5]([CH:10]([CH3:27])[C:11]([NH:13][C:14]2[CH:26]=[CH:25][C:17]([C:18]([O:20][C:21]([CH3:24])([CH3:23])[CH3:22])=[O:19])=[CH:16][CH:15]=2)=[O:12])[C:4](=[O:28])[CH:3]=1.[Cl:29][C:30]1[CH:31]=[CH:32][C:33]([CH:45]2[CH2:47][CH2:46]2)=[C:34](B2OC(C)(C)C(C)(C)O2)[CH:35]=1.C(=O)([O-])[O-].[K+].[K+], predict the reaction product. The product is: [Cl:29][C:30]1[CH:35]=[CH:34][C:33]([CH:45]2[CH2:47][CH2:46]2)=[C:32]([C:2]2[C:7]([O:8][CH3:9])=[CH:6][N:5]([CH:10]([CH3:27])[C:11]([NH:13][C:14]3[CH:26]=[CH:25][C:17]([C:18]([O:20][C:21]([CH3:24])([CH3:23])[CH3:22])=[O:19])=[CH:16][CH:15]=3)=[O:12])[C:4](=[O:28])[CH:3]=2)[CH:31]=1. (3) Given the reactants [OH:1][C@@:2]([CH3:53])([C:5](=[O:52])[C@@H:6]([NH:11][C:12]([C@@H:14]([NH:22][C:23](=[O:51])[C@@H:24]([NH:29][C:30](=[O:50])[C@@H:31]([NH:40][C:41](=[O:49])[CH2:42][N:43]1[CH2:48][CH2:47][O:46][CH2:45][CH2:44]1)[CH2:32][CH2:33][C:34]1[CH:39]=[CH:38][CH:37]=[CH:36][CH:35]=1)[CH2:25][CH:26]([CH3:28])[CH3:27])[CH2:15][C:16]1[CH:21]=[CH:20][CH:19]=[CH:18][CH:17]=1)=[O:13])[CH2:7][CH:8]([CH3:10])[CH3:9])[CH2:3][I:4].[C:54](Cl)(Cl)=[O:55].[CH2:58]([OH:61])[C:59]#[CH:60], predict the reaction product. The product is: [C:54](=[O:55])([O:61][CH2:58][C:59]#[CH:60])[O:1][C@:2]([CH3:53])([CH2:3][I:4])[C:5](=[O:52])[C@H:6]([CH2:7][CH:8]([CH3:9])[CH3:10])[NH:11][C:12](=[O:13])[C@H:14]([CH2:15][C:16]1[CH:17]=[CH:18][CH:19]=[CH:20][CH:21]=1)[NH:22][C:23](=[O:51])[C@H:24]([CH2:25][CH:26]([CH3:27])[CH3:28])[NH:29][C:30](=[O:50])[C@H:31]([CH2:32][CH2:33][C:34]1[CH:35]=[CH:36][CH:37]=[CH:38][CH:39]=1)[NH:40][C:41](=[O:49])[CH2:42][N:43]1[CH2:44][CH2:45][O:46][CH2:47][CH2:48]1. (4) Given the reactants C(N(CC)CC)C.Cl.[NH:9]1[CH2:13][CH2:12][CH:11]([O:14][C:15](=[O:22])[C:16]2[CH:21]=[CH:20][CH:19]=[CH:18][CH:17]=2)[CH2:10]1.O=S1(=O)[N:28]([C:29]2[CH:40]=[CH:39][C:32]([C:33]([NH:35][CH2:36][CH2:37][CH3:38])=[O:34])=[CH:31][CH:30]=2)[CH:27]([C:41]2[CH:46]=[CH:45][CH:44]=[CH:43][CH:42]=2)[CH2:26]O1, predict the reaction product. The product is: [C:41]1([CH:27]([NH:28][C:29]2[CH:30]=[CH:31][C:32]([C:33](=[O:34])[NH:35][CH2:36][CH2:37][CH3:38])=[CH:39][CH:40]=2)[CH2:26][N:9]2[CH2:13][CH2:12][CH:11]([O:14][C:15](=[O:22])[C:16]3[CH:17]=[CH:18][CH:19]=[CH:20][CH:21]=3)[CH2:10]2)[CH:42]=[CH:43][CH:44]=[CH:45][CH:46]=1.